Dataset: Retrosynthesis with 50K atom-mapped reactions and 10 reaction types from USPTO. Task: Predict the reactants needed to synthesize the given product. (1) Given the product NCC1(c2ccccc2F)CCC1, predict the reactants needed to synthesize it. The reactants are: N#CC1(c2ccccc2F)CCC1. (2) Given the product O=C(Nc1cc(Cl)cc2c1[nH]c1cnccc12)[C@@H]1COCCN1C[C@H]1CCCN1, predict the reactants needed to synthesize it. The reactants are: CC(C)(C)OC(=O)N1CCC[C@@H]1CN1CCOC[C@H]1C(=O)Nc1cc(Cl)cc2c1[nH]c1cnccc12. (3) The reactants are: C=O.CCc1cn2c(CNCCCCCNS(=O)(=O)C(F)(F)F)cccc2n1. Given the product CCc1nc2cccc3n2c1CN(CCCCCNS(=O)(=O)C(F)(F)F)C3, predict the reactants needed to synthesize it.